Dataset: NCI-60 drug combinations with 297,098 pairs across 59 cell lines. Task: Regression. Given two drug SMILES strings and cell line genomic features, predict the synergy score measuring deviation from expected non-interaction effect. (1) Drug 1: CS(=O)(=O)OCCCCOS(=O)(=O)C. Drug 2: C1CC(=O)NC(=O)C1N2C(=O)C3=CC=CC=C3C2=O. Cell line: SW-620. Synergy scores: CSS=19.8, Synergy_ZIP=0.857, Synergy_Bliss=3.79, Synergy_Loewe=4.77, Synergy_HSA=4.47. (2) Drug 1: CC1=C2C(C(=O)C3(C(CC4C(C3C(C(C2(C)C)(CC1OC(=O)C(C(C5=CC=CC=C5)NC(=O)OC(C)(C)C)O)O)OC(=O)C6=CC=CC=C6)(CO4)OC(=O)C)OC)C)OC. Drug 2: C1C(C(OC1N2C=NC(=NC2=O)N)CO)O. Cell line: BT-549. Synergy scores: CSS=68.6, Synergy_ZIP=10.6, Synergy_Bliss=9.04, Synergy_Loewe=11.0, Synergy_HSA=12.1. (3) Drug 1: CC1CCC2CC(C(=CC=CC=CC(CC(C(=O)C(C(C(=CC(C(=O)CC(OC(=O)C3CCCCN3C(=O)C(=O)C1(O2)O)C(C)CC4CCC(C(C4)OC)OCCO)C)C)O)OC)C)C)C)OC. Drug 2: C1C(C(OC1N2C=NC(=NC2=O)N)CO)O. Cell line: BT-549. Synergy scores: CSS=20.0, Synergy_ZIP=-4.75, Synergy_Bliss=-2.14, Synergy_Loewe=1.93, Synergy_HSA=3.10. (4) Cell line: HCT-15. Drug 1: CS(=O)(=O)C1=CC(=C(C=C1)C(=O)NC2=CC(=C(C=C2)Cl)C3=CC=CC=N3)Cl. Drug 2: CC1=C2C(C(=O)C3(C(CC4C(C3C(C(C2(C)C)(CC1OC(=O)C(C(C5=CC=CC=C5)NC(=O)C6=CC=CC=C6)O)O)OC(=O)C7=CC=CC=C7)(CO4)OC(=O)C)O)C)OC(=O)C. Synergy scores: CSS=32.2, Synergy_ZIP=7.21, Synergy_Bliss=13.9, Synergy_Loewe=11.4, Synergy_HSA=14.4. (5) Drug 1: C1=CC(=CC=C1C#N)C(C2=CC=C(C=C2)C#N)N3C=NC=N3. Drug 2: C1CC(=O)NC(=O)C1N2C(=O)C3=CC=CC=C3C2=O. Cell line: PC-3. Synergy scores: CSS=0.808, Synergy_ZIP=-0.241, Synergy_Bliss=-0.635, Synergy_Loewe=-1.51, Synergy_HSA=-1.00. (6) Drug 1: CC=C1C(=O)NC(C(=O)OC2CC(=O)NC(C(=O)NC(CSSCCC=C2)C(=O)N1)C(C)C)C(C)C. Drug 2: C(CCl)NC(=O)N(CCCl)N=O. Cell line: SW-620. Synergy scores: CSS=21.1, Synergy_ZIP=-1.03, Synergy_Bliss=1.21, Synergy_Loewe=-29.4, Synergy_HSA=0.111. (7) Drug 1: C1=NC2=C(N1)C(=S)N=CN2. Drug 2: C1CN(CCN1C(=O)CCBr)C(=O)CCBr. Cell line: SN12C. Synergy scores: CSS=17.5, Synergy_ZIP=-9.84, Synergy_Bliss=-4.10, Synergy_Loewe=-6.37, Synergy_HSA=-2.42. (8) Drug 1: CC1C(C(CC(O1)OC2CC(OC(C2O)C)OC3=CC4=CC5=C(C(=O)C(C(C5)C(C(=O)C(C(C)O)O)OC)OC6CC(C(C(O6)C)O)OC7CC(C(C(O7)C)O)OC8CC(C(C(O8)C)O)(C)O)C(=C4C(=C3C)O)O)O)O. Drug 2: C1CC(=O)NC(=O)C1N2C(=O)C3=CC=CC=C3C2=O. Cell line: SF-268. Synergy scores: CSS=49.8, Synergy_ZIP=1.31, Synergy_Bliss=1.54, Synergy_Loewe=-34.7, Synergy_HSA=0.265. (9) Drug 1: CC1CCC2CC(C(=CC=CC=CC(CC(C(=O)C(C(C(=CC(C(=O)CC(OC(=O)C3CCCCN3C(=O)C(=O)C1(O2)O)C(C)CC4CCC(C(C4)OC)O)C)C)O)OC)C)C)C)OC. Drug 2: CCCCC(=O)OCC(=O)C1(CC(C2=C(C1)C(=C3C(=C2O)C(=O)C4=C(C3=O)C=CC=C4OC)O)OC5CC(C(C(O5)C)O)NC(=O)C(F)(F)F)O. Cell line: OVCAR-4. Synergy scores: CSS=11.5, Synergy_ZIP=-8.62, Synergy_Bliss=-5.14, Synergy_Loewe=-5.98, Synergy_HSA=-5.95. (10) Drug 1: C1=CC=C(C=C1)NC(=O)CCCCCCC(=O)NO. Drug 2: COC1=C2C(=CC3=C1OC=C3)C=CC(=O)O2. Cell line: ACHN. Synergy scores: CSS=10.6, Synergy_ZIP=-2.82, Synergy_Bliss=-2.48, Synergy_Loewe=-13.7, Synergy_HSA=-3.99.